Dataset: Forward reaction prediction with 1.9M reactions from USPTO patents (1976-2016). Task: Predict the product of the given reaction. (1) Given the reactants [O:1]1[CH2:6][CH2:5][CH:4]([CH2:7][NH2:8])[CH2:3][CH2:2]1.[Cl:9][C:10]1[CH:15]=[CH:14][C:13]([S:16](Cl)(=[O:18])=[O:17])=[CH:12][CH:11]=1.C(=O)([O-])[O-].[K+].[K+].O, predict the reaction product. The product is: [Cl:9][C:10]1[CH:15]=[CH:14][C:13]([S:16]([NH:8][CH2:7][CH:4]2[CH2:5][CH2:6][O:1][CH2:2][CH2:3]2)(=[O:18])=[O:17])=[CH:12][CH:11]=1. (2) Given the reactants [C:12]([O:11][C:9](O[C:9]([O:11][C:12]([CH3:15])([CH3:14])[CH3:13])=[O:10])=[O:10])([CH3:15])([CH3:14])[CH3:13].[NH2:16][CH2:17][CH2:18][C:19]1[CH:25]=[CH:24][CH:23]=[CH:22][C:20]=1[NH2:21], predict the reaction product. The product is: [C:12]([O:11][C:9](=[O:10])[NH:16][CH2:17][CH2:18][C:19]1[CH:25]=[CH:24][CH:23]=[CH:22][C:20]=1[NH2:21])([CH3:13])([CH3:14])[CH3:15]. (3) Given the reactants [NH2:1][C:2]1[C:10]2[C:5](=[CH:6][CH:7]=[CH:8][C:9]=2[F:11])[C:4]([C:19]2[CH:20]=[C:21]([CH:28]([F:30])[F:29])[C:22](=[O:27])[N:23]([CH2:25][CH3:26])[CH:24]=2)([C:12]2[CH:17]=[CH:16][CH:15]=[C:14](Br)[CH:13]=2)[N:3]=1.[C:31]([C:34]1[CH:35]=[C:36](B(O)O)[CH:37]=[N:38][CH:39]=1)#[C:32][CH3:33], predict the reaction product. The product is: [NH2:1][C:2]1[C:10]2[C:5](=[CH:6][CH:7]=[CH:8][C:9]=2[F:11])[C:4]([C:19]2[CH:20]=[C:21]([CH:28]([F:30])[F:29])[C:22](=[O:27])[N:23]([CH2:25][CH3:26])[CH:24]=2)([C:12]2[CH:17]=[CH:16][CH:15]=[C:14]([C:36]3[CH:37]=[N:38][CH:39]=[C:34]([C:31]#[C:32][CH3:33])[CH:35]=3)[CH:13]=2)[N:3]=1. (4) Given the reactants [C:1]([O:5][C:6]([N:8]1[CH2:13][CH2:12][CH2:11][CH:10]([C:14]([OH:16])=O)[CH2:9]1)=[O:7])([CH3:4])([CH3:3])[CH3:2].[NH:17]1[CH2:21][CH2:20][CH:19]([C:22]2[CH:23]=[N:24][CH:25]=[CH:26][CH:27]=2)[CH2:18]1.F[P-](F)(F)(F)(F)F.N1(O[P+](N(C)C)(N(C)C)N(C)C)C2C=CC=CC=2N=N1.C(N(CC)C(C)C)(C)C, predict the reaction product. The product is: [N:24]1[CH:25]=[CH:26][CH:27]=[C:22]([CH:19]2[CH2:20][CH2:21][N:17]([C:14]([CH:10]3[CH2:11][CH2:12][CH2:13][N:8]([C:6]([O:5][C:1]([CH3:2])([CH3:3])[CH3:4])=[O:7])[CH2:9]3)=[O:16])[CH2:18]2)[CH:23]=1. (5) The product is: [NH2:1][C:2]1[N:3]([CH3:30])[C:4](=[O:29])[C:5]2([N:28]=1)[CH:18]1[CH:13]([CH2:14][CH:15]([OH:19])[CH2:16][CH2:17]1)[O:12][C:11]1[C:6]2=[CH:7][C:8]([Br:27])=[CH:9][CH:10]=1. Given the reactants [NH2:1][C:2]1[N:3]([CH3:30])[C:4](=[O:29])[C:5]2([N:28]=1)[CH:18]1[CH:13]([CH2:14][CH:15]([O:19][Si](C(C)(C)C)(C)C)[CH2:16][CH2:17]1)[O:12][C:11]1[C:6]2=[CH:7][C:8]([Br:27])=[CH:9][CH:10]=1, predict the reaction product.